The task is: Predict the reactants needed to synthesize the given product.. This data is from Full USPTO retrosynthesis dataset with 1.9M reactions from patents (1976-2016). (1) Given the product [Br:1][C:2]1[CH:14]=[N:13][C:12]2[C:11]3[CH:10]=[CH:9][C:8]4[C:15](=[O:16])[O:17][CH2:18][C:7]=4[C:6]=3[NH:5][C:4]=2[CH:3]=1, predict the reactants needed to synthesize it. The reactants are: [Br:1][C:2]1[CH:14]=[N:13][C:12]2[C:11]3[CH:10]=[CH:9][C:8]([C:15]([O:17][CH3:18])=[O:16])=[CH:7][C:6]=3[NH:5][C:4]=2[CH:3]=1.BrC1C=C([N+]([O-])=O)C(C2C=CC3C(=O)OCC=3C=2)=NC=1. (2) Given the product [F:29][C:23]1[CH:24]=[C:25]([F:28])[CH:26]=[CH:27][C:22]=1[C@:7]12[CH2:20][O:21][C@@H:4]([C:1]3[S:3][CH:31]=[C:32]([CH3:33])[N:2]=3)[CH2:5][C@H:6]1[CH2:11][S:10][C:9]([NH2:12])=[N:8]2, predict the reactants needed to synthesize it. The reactants are: [C:1]([C@@H:4]1[O:21][CH2:20][C@:7]2([C:22]3[CH:27]=[CH:26][C:25]([F:28])=[CH:24][C:23]=3[F:29])[N:8]=[C:9]([NH:12]C(=O)OC(C)(C)C)[S:10][CH2:11][C@@H:6]2[CH2:5]1)(=[S:3])[NH2:2].Cl[CH2:31][C:32](=O)[CH3:33]. (3) Given the product [CH3:18][C:9]1[C:10]([C:11]2[CH:12]=[CH:13][C:14]([CH3:17])=[CH:15][CH:16]=2)=[C:6]([C:4]([OH:5])=[O:3])[N:7]([CH2:19][C:20]2[CH:21]=[CH:22][C:23]([CH3:26])=[CH:24][CH:25]=2)[CH:8]=1, predict the reactants needed to synthesize it. The reactants are: C([O:3][C:4]([C:6]1[N:7]([CH2:19][C:20]2[CH:25]=[CH:24][C:23]([CH3:26])=[CH:22][CH:21]=2)[CH:8]=[C:9]([CH3:18])[C:10]=1[C:11]1[CH:16]=[CH:15][C:14]([CH3:17])=[CH:13][CH:12]=1)=[O:5])C.[OH-].[Na+]. (4) Given the product [I:1][C:2]1[CH:9]=[C:6]2[C:5](=[CH:4][CH:3]=1)[O:10][C:17](=[O:18])[C:16]([C:14]([OH:15])=[O:13])=[CH:7]2, predict the reactants needed to synthesize it. The reactants are: [I:1][C:2]1[CH:9]=[C:6]([CH:7]=O)[C:5]([OH:10])=[CH:4][CH:3]=1.CC1(C)O[C:17](=[O:18])[CH2:16][C:14](=[O:15])[O:13]1. (5) The reactants are: [NH2:1][CH2:2][CH2:3][N:4]1[CH2:9][CH2:8][NH:7][CH2:6][CH2:5]1.C(O)CO.[F:14][C:15]([F:20])([F:19])[C:16]([OH:18])=[O:17]. Given the product [F:14][C:15]([F:20])([F:19])[C:16]([O-:18])=[O:17].[NH2:1][CH2:2][CH2:3][NH+:4]1[CH2:9][CH2:8][NH:7][CH2:6][CH2:5]1, predict the reactants needed to synthesize it.